Predict the product of the given reaction. From a dataset of Forward reaction prediction with 1.9M reactions from USPTO patents (1976-2016). Given the reactants O=P(Cl)(Cl)Cl.[C:6]([O:10][C:11]([N:13]1[CH2:27][CH2:26][N:16]2[C:17]3[CH:18]=[CH:19][C:20]([O:24][CH3:25])=[CH:21][C:22]=3[CH:23]=[C:15]2[CH2:14]1)=[O:12])([CH3:9])([CH3:8])[CH3:7].[C:28]([O-])(O)=[O:29].[Na+], predict the reaction product. The product is: [C:6]([O:10][C:11]([N:13]1[CH2:27][CH2:26][N:16]2[C:17]3[CH:18]=[CH:19][C:20]([O:24][CH3:25])=[CH:21][C:22]=3[C:23]([CH:28]=[O:29])=[C:15]2[CH2:14]1)=[O:12])([CH3:9])([CH3:7])[CH3:8].